Predict the product of the given reaction. From a dataset of Forward reaction prediction with 1.9M reactions from USPTO patents (1976-2016). Given the reactants Cl.Cl.[F:3][C:4]1[CH:5]=[CH:6][C:7]2[N:11]=[C:10]([C@@H:12]([NH2:14])[CH3:13])[N:9]([C:15]3[CH:20]=[CH:19][CH:18]=[CH:17][CH:16]=3)[C:8]=2[C:21]=1[O:22][CH3:23].Cl[C:25]1[N:33]=[CH:32][N:31]=[C:30]2[C:26]=1[N:27]=[CH:28][N:29]2C1CCCCO1.CCN(C(C)C)C(C)C, predict the reaction product. The product is: [F:3][C:4]1[CH:5]=[CH:6][C:7]2[N:11]=[C:10]([C@@H:12]([NH:14][C:25]3[N:33]=[CH:32][N:31]=[C:30]4[C:26]=3[N:27]=[CH:28][NH:29]4)[CH3:13])[N:9]([C:15]3[CH:20]=[CH:19][CH:18]=[CH:17][CH:16]=3)[C:8]=2[C:21]=1[O:22][CH3:23].